This data is from Catalyst prediction with 721,799 reactions and 888 catalyst types from USPTO. The task is: Predict which catalyst facilitates the given reaction. (1) Reactant: [C:1]([N:8]1CCC(N)C[CH2:9]1)([O:3][C:4]([CH3:7])([CH3:6])[CH3:5])=[O:2].Cl[C:16]1[CH:21]=[CH:20][N:19]=[C:18]([CH3:22])[N:17]=1.C([N:26]([CH2:30][CH3:31])[CH:27]([CH3:29])C)(C)C. Product: [C:4]([O:3][C:1](=[O:2])[NH:8][CH:9]1[CH2:29][CH2:27][N:26]([C:16]2[CH:21]=[CH:20][N:19]=[C:18]([CH3:22])[N:17]=2)[CH2:30][CH2:31]1)([CH3:7])([CH3:6])[CH3:5]. The catalyst class is: 38. (2) Reactant: [C:1]1([NH:7][C:8]([C:10]2[CH:19]=[CH:18][CH:17]=[C:16]3[C:11]=2[CH2:12][CH2:13][N:14](C(OC(C)(C)C)=O)[CH2:15]3)=[O:9])[CH:6]=[CH:5][CH:4]=[CH:3][CH:2]=1. Product: [C:1]1([NH:7][C:8]([C:10]2[C:11]3[CH2:12][CH2:13][NH:14][CH2:15][C:16]=3[CH:17]=[CH:18][CH:19]=2)=[O:9])[CH:2]=[CH:3][CH:4]=[CH:5][CH:6]=1. The catalyst class is: 89. (3) Reactant: [CH:1]1([C@H:4]([O:6][C:7](=[O:31])[NH:8][C:9]2[CH:14]=[CH:13][C:12]([C:15]3[N:16]([CH:27]4[CH2:30][CH2:29][CH2:28]4)[C:17]4[C:22]([C:23]=3[C:24]#[N:25])=[CH:21][CH:20]=[C:19]([OH:26])[CH:18]=4)=[CH:11][CH:10]=2)[CH3:5])[CH2:3][CH2:2]1.C([O-])([O-])=O.[Cs+].[Cs+].Cl[C:39]1[N:44]=[CH:43][CH:42]=[CH:41][N:40]=1.O. Product: [CH:1]1([C@H:4]([O:6][C:7](=[O:31])[NH:8][C:9]2[CH:14]=[CH:13][C:12]([C:15]3[N:16]([CH:27]4[CH2:28][CH2:29][CH2:30]4)[C:17]4[C:22]([C:23]=3[C:24]#[N:25])=[CH:21][CH:20]=[C:19]([O:26][C:39]3[N:44]=[CH:43][CH:42]=[CH:41][N:40]=3)[CH:18]=4)=[CH:11][CH:10]=2)[CH3:5])[CH2:3][CH2:2]1. The catalyst class is: 3. (4) Reactant: [Cl:1][C:2]1[CH:7]=[C:6](Cl)[N:5]2[N:9]=[C:10]([C:12]3[CH:17]=[CH:16][CH:15]=[CH:14][CH:13]=3)[CH:11]=[C:4]2[N:3]=1.[S:18]1[CH2:22][CH2:21][NH:20][CH2:19]1. Product: [Cl:1][C:2]1[CH:7]=[C:6]([N:20]2[CH2:21][CH2:22][S:18][CH2:19]2)[N:5]2[N:9]=[C:10]([C:12]3[CH:17]=[CH:16][CH:15]=[CH:14][CH:13]=3)[CH:11]=[C:4]2[N:3]=1. The catalyst class is: 12.